This data is from Full USPTO retrosynthesis dataset with 1.9M reactions from patents (1976-2016). The task is: Predict the reactants needed to synthesize the given product. Given the product [Cl:1][C:2]1[N:7]=[C:6]([CH:8]=[O:17])[C:5]([O:10][CH3:11])=[C:4]([Cl:12])[N:3]=1, predict the reactants needed to synthesize it. The reactants are: [Cl:1][C:2]1[N:7]=[C:6]([CH:8]=C)[C:5]([O:10][CH3:11])=[C:4]([Cl:12])[N:3]=1.ClCCl.C[OH:17].